Dataset: Reaction yield outcomes from USPTO patents with 853,638 reactions. Task: Predict the reaction yield, written as a fraction of the theoretical maximum amount of product (1.0 means a 100% yield; for example, 0.34 means a 34% yield). (1) The reactants are [NH2:1][C:2]1[O:6][N:5]=[C:4]([C:7]2[CH:12]=[CH:11][CH:10]=[C:9]([F:13])[CH:8]=2)[C:3]=1[C:14]([OH:16])=O.Cl.C(N=C=NCCCN(C)C)C.[F:29][C:30]1[CH:35]=[CH:34][C:33]([N:36]2[CH2:41][CH2:40][NH:39][CH2:38][CH2:37]2)=[CH:32][CH:31]=1. The catalyst is ClCCl. The product is [NH2:1][C:2]1[O:6][N:5]=[C:4]([C:7]2[CH:12]=[CH:11][CH:10]=[C:9]([F:13])[CH:8]=2)[C:3]=1[C:14]([N:39]1[CH2:38][CH2:37][N:36]([C:33]2[CH:32]=[CH:31][C:30]([F:29])=[CH:35][CH:34]=2)[CH2:41][CH2:40]1)=[O:16]. The yield is 0.810. (2) The reactants are [O:1]=[C:2]1[CH2:7][CH2:6][N:5]([C:8]([O:10][C:11]([CH3:14])([CH3:13])[CH3:12])=[O:9])[CH2:4][CH2:3]1.[CH3:15][O:16][C:17]1[CH:22]=[CH:21][C:20]([Mg]Br)=[CH:19][C:18]=1C.[CH2:26](OCC)C. No catalyst specified. The product is [OH:1][C:2]1([C:20]2[CH:19]=[CH:18][C:17]([O:16][CH3:15])=[CH:22][C:21]=2[CH3:26])[CH2:3][CH2:4][N:5]([C:8]([O:10][C:11]([CH3:14])([CH3:13])[CH3:12])=[O:9])[CH2:6][CH2:7]1. The yield is 0.710. (3) The product is [CH2:39]([O:46][C:47]1[CH:52]=[CH:51][C:50]([CH2:53][C@H:54]([N:65]([CH3:67])[NH:66][C:13](=[O:15])[CH2:12][CH2:11][NH:10][C:9]([NH:8][CH2:1][C:2]2[CH:3]=[CH:4][CH:5]=[CH:6][CH:7]=2)=[O:16])[C:55]([O:57][CH2:58][C:59]2[CH:64]=[CH:63][CH:62]=[CH:61][CH:60]=2)=[O:56])=[CH:49][CH:48]=1)[C:40]1[CH:41]=[CH:42][CH:43]=[CH:44][CH:45]=1. The catalyst is ClCCl.C(OCC)(=O)C. The yield is 0.520. The reactants are [CH2:1]([NH:8][C:9](=[O:16])[NH:10][CH2:11][CH2:12][C:13]([OH:15])=O)[C:2]1[CH:7]=[CH:6][CH:5]=[CH:4][CH:3]=1.ON1C2C=CC=CC=2N=N1.Cl.C(N=C=NCCCN(C)C)C.[CH2:39]([O:46][C:47]1[CH:52]=[CH:51][C:50]([CH2:53][C@H:54]([N:65]([CH3:67])[NH2:66])[C:55]([O:57][CH2:58][C:59]2[CH:64]=[CH:63][CH:62]=[CH:61][CH:60]=2)=[O:56])=[CH:49][CH:48]=1)[C:40]1[CH:45]=[CH:44][CH:43]=[CH:42][CH:41]=1.CN(C1C=CC=CN=1)C. (4) The reactants are COC1C=CC(C[N:8]2[C:12]3=[N:13][CH:14]=[CH:15][C:16]([O:17][C:18]4[CH:23]=[CH:22][C:21]([NH:24][C:25]([C:27]5[C:28](=[O:40])[N:29]([C:33]6[CH:38]=[CH:37][C:36]([F:39])=[CH:35][CH:34]=6)[N:30]=[CH:31][CH:32]=5)=[O:26])=[CH:20][C:19]=4[F:41])=[C:11]3[C:10]([NH:42][CH:43]3[CH2:48][CH2:47][CH2:46][CH:45](O)[CH2:44]3)=[N:9]2)=CC=1.[C:52]([OH:58])([C:54]([F:57])([F:56])[F:55])=[O:53]. No catalyst specified. The product is [F:55][C:54]([F:57])([F:56])[C:52]([O:58][CH:45]1[CH2:46][CH2:47][CH2:48][CH:43]([NH:42][C:10]2[C:11]3[C:12](=[N:13][CH:14]=[CH:15][C:16]=3[O:17][C:18]3[CH:23]=[CH:22][C:21]([NH:24][C:25]([C:27]4[C:28](=[O:40])[N:29]([C:33]5[CH:34]=[CH:35][C:36]([F:39])=[CH:37][CH:38]=5)[N:30]=[CH:31][CH:32]=4)=[O:26])=[CH:20][C:19]=3[F:41])[NH:8][N:9]=2)[CH2:44]1)=[O:53]. The yield is 0.780.